From a dataset of NCI-60 drug combinations with 297,098 pairs across 59 cell lines. Regression. Given two drug SMILES strings and cell line genomic features, predict the synergy score measuring deviation from expected non-interaction effect. Drug 1: C1=CC(=CC=C1C#N)C(C2=CC=C(C=C2)C#N)N3C=NC=N3. Drug 2: CN(CCCl)CCCl.Cl. Cell line: COLO 205. Synergy scores: CSS=33.6, Synergy_ZIP=1.02, Synergy_Bliss=0.686, Synergy_Loewe=0.544, Synergy_HSA=3.01.